Dataset: Full USPTO retrosynthesis dataset with 1.9M reactions from patents (1976-2016). Task: Predict the reactants needed to synthesize the given product. (1) Given the product [Si:35]([O:34][C@H:31]1[C@H:28]2[O:29][CH2:30][C@@H:26]([O:25][C:15]3[N:16]([CH2:17][O:18][CH2:19][CH2:20][Si:21]([CH3:24])([CH3:23])[CH3:22])[C:11]4[C:12]([N:14]=3)=[N:13][C:8]([C:5]3[CH:4]=[CH:3][C:2]([C:44]#[C:43][CH:45]5[CH2:46][CH2:47][N:48]([C:51]([O:53][C:54]([CH3:57])([CH3:56])[CH3:55])=[O:52])[CH2:49][CH2:50]5)=[CH:7][CH:6]=3)=[C:9]([Cl:42])[CH:10]=4)[C@H:27]2[O:33][CH2:32]1)([C:38]([CH3:40])([CH3:41])[CH3:39])([CH3:37])[CH3:36], predict the reactants needed to synthesize it. The reactants are: Br[C:2]1[CH:7]=[CH:6][C:5]([C:8]2[N:13]=[C:12]3[N:14]=[C:15]([O:25][C@@H:26]4[CH2:30][O:29][C@@H:28]5[C@H:31]([O:34][Si:35]([C:38]([CH3:41])([CH3:40])[CH3:39])([CH3:37])[CH3:36])[CH2:32][O:33][C@H:27]45)[N:16]([CH2:17][O:18][CH2:19][CH2:20][Si:21]([CH3:24])([CH3:23])[CH3:22])[C:11]3=[CH:10][C:9]=2[Cl:42])=[CH:4][CH:3]=1.[C:43]([CH:45]1[CH2:50][CH2:49][N:48]([C:51]([O:53][C:54]([CH3:57])([CH3:56])[CH3:55])=[O:52])[CH2:47][CH2:46]1)#[CH:44]. (2) Given the product [Cl:1][C:2]1[CH:7]=[CH:6][C:5]([O:8][C:10]2[C:19]3[C:14](=[CH:15][C:16]([O:20][CH3:21])=[CH:17][CH:18]=3)[CH:13]=[C:12]([NH:22][C:23]3[CH:27]=[C:26]([CH3:28])[NH:25][N:24]=3)[N:11]=2)=[CH:4][CH:3]=1, predict the reactants needed to synthesize it. The reactants are: [Cl:1][C:2]1[CH:7]=[CH:6][C:5]([OH:8])=[CH:4][CH:3]=1.Cl[C:10]1[C:19]2[C:14](=[CH:15][C:16]([O:20][CH3:21])=[CH:17][CH:18]=2)[CH:13]=[C:12]([NH:22][C:23]2[CH:27]=[C:26]([CH3:28])[NH:25][N:24]=2)[N:11]=1. (3) Given the product [C:1]([O:4][CH2:5][CH2:6][CH2:7][CH2:8][CH2:9][CH2:10][CH2:11][CH2:12][CH2:20][CH2:21]/[CH:14]=[CH:15]\[CH2:16][CH2:17][CH2:18][CH3:19])(=[O:3])[CH3:2], predict the reactants needed to synthesize it. The reactants are: [C:1]([O:4][CH2:5][CH2:6][CH2:7][CH2:8][CH2:9][CH2:10][CH:11]=[CH2:12])(=[O:3])[CH3:2].O1[CH:15]2[CH2:16][CH2:17][CH:18]=[CH:19][CH2:20][CH2:21][CH:14]12.Cl[Si](C)(C)C.[I-].[Na+].